Dataset: Forward reaction prediction with 1.9M reactions from USPTO patents (1976-2016). Task: Predict the product of the given reaction. (1) Given the reactants [Br:1][C:2]1[CH:3]=[CH:4][CH:5]=[C:6]2[C:11]=1[NH:10][C:9](=O)[N:8]([CH3:13])[C:7]2=[O:14].P(Cl)(Cl)([Cl:17])=O.C(N(C(C)C)C(C)C)C, predict the reaction product. The product is: [Br:1][C:2]1[CH:3]=[CH:4][CH:5]=[C:6]2[C:11]=1[N:10]=[C:9]([Cl:17])[N:8]([CH3:13])[C:7]2=[O:14]. (2) Given the reactants [F:1][C:2]1[CH:3]=[C:4]2[C:14]3[C:9](=[CH:10][N:11]=[C:12]([O:15]C)[CH:13]=3)[NH:8][C:5]2=[N:6][CH:7]=1.Cl, predict the reaction product. The product is: [F:1][C:2]1[CH:3]=[C:4]2[C:14]3[C:9](=[CH:10][N:11]=[C:12]([OH:15])[CH:13]=3)[NH:8][C:5]2=[N:6][CH:7]=1.